From a dataset of Reaction yield outcomes from USPTO patents with 853,638 reactions. Predict the reaction yield, written as a fraction of the theoretical maximum amount of product (1.0 means a 100% yield; for example, 0.34 means a 34% yield). (1) The reactants are [CH3:1][O:2][C:3]1[CH:12]=[C:11]([O:13][CH3:14])[CH:10]=[C:9]2[C:4]=1[C:5](=[O:29])[NH:6][C:7]([C:15]1[CH:20]=[CH:19][C:18]([NH:21][C:22]([CH2:24][O:25]C(=O)C)=[O:23])=[CH:17][CH:16]=1)=[N:8]2.C(=O)([O-])[O-].[K+].[K+]. The catalyst is C1COCC1.CO. The product is [CH3:1][O:2][C:3]1[CH:12]=[C:11]([O:13][CH3:14])[CH:10]=[C:9]2[C:4]=1[C:5](=[O:29])[NH:6][C:7]([C:15]1[CH:16]=[CH:17][C:18]([NH:21][C:22](=[O:23])[CH2:24][OH:25])=[CH:19][CH:20]=1)=[N:8]2. The yield is 0.550. (2) The reactants are [CH3:1][O:2][C:3]1[CH:4]=[C:5]2[C:9](=[CH:10][CH:11]=1)[NH:8][C:7](=[O:12])[C@:6]12[CH2:14][C@H:13]1[C:15]1[CH:23]=[C:22]2[C:18]([C:19]([C:32]3[CH:33]=[N:34][C:35]([N:38]4[CH2:43][CH2:42][O:41][CH2:40][CH2:39]4)=[CH:36][CH:37]=3)=[N:20][N:21]2COCC[Si](C)(C)C)=[CH:17][CH:16]=1.CCCC[N+](CCCC)(CCCC)CCCC.[F-]. The catalyst is C1COCC1.CCOC(C)=O. The product is [CH3:1][O:2][C:3]1[CH:4]=[C:5]2[C:9](=[CH:10][CH:11]=1)[NH:8][C:7](=[O:12])[C@:6]12[CH2:14][C@H:13]1[C:15]1[CH:23]=[C:22]2[C:18]([C:19]([C:32]3[CH:33]=[N:34][C:35]([N:38]4[CH2:43][CH2:42][O:41][CH2:40][CH2:39]4)=[CH:36][CH:37]=3)=[N:20][NH:21]2)=[CH:17][CH:16]=1. The yield is 0.130. (3) The reactants are [CH2:1]([O:8][C@@H:9]1[C@@H:14]([O:15][CH2:16][C:17]2[CH:22]=[CH:21][CH:20]=[CH:19][CH:18]=2)[C@H:13]([O:23][CH2:24][C:25]2[CH:30]=[CH:29][CH:28]=[CH:27][CH:26]=2)[C@@H:12]([CH2:31][O:32][CH2:33][C:34]2[CH:39]=[CH:38][CH:37]=[CH:36][CH:35]=2)[O:11][CH:10]1[C:40]1[C:45]2[CH2:46][CH2:47][O:48][C:44]=2[C:43]([Cl:49])=[C:42]([CH2:50][O:51][Si](C(C)(C)C)(C2C=CC=CC=2)C2C=CC=CC=2)[CH:41]=1)[C:2]1[CH:7]=[CH:6][CH:5]=[CH:4][CH:3]=1.[F-].C([N+](CCCC)(CCCC)CCCC)CCC. The catalyst is C1COCC1. The product is [Cl:49][C:43]1[C:44]2[O:48][CH2:47][CH2:46][C:45]=2[C:40]([C@H:10]2[C@H:9]([O:8][CH2:1][C:2]3[CH:7]=[CH:6][CH:5]=[CH:4][CH:3]=3)[C@@H:14]([O:15][CH2:16][C:17]3[CH:22]=[CH:21][CH:20]=[CH:19][CH:18]=3)[C@H:13]([O:23][CH2:24][C:25]3[CH:26]=[CH:27][CH:28]=[CH:29][CH:30]=3)[C@@H:12]([CH2:31][O:32][CH2:33][C:34]3[CH:35]=[CH:36][CH:37]=[CH:38][CH:39]=3)[O:11]2)=[CH:41][C:42]=1[CH2:50][OH:51]. The yield is 0.940. (4) The reactants are C([O:3][C:4](=[O:21])[C@H:5]([CH2:14][C:15]1[CH:20]=[CH:19][CH:18]=[CH:17][CH:16]=1)[NH:6][CH2:7][CH2:8][CH2:9][S:10]([OH:13])(=[O:12])=[O:11])C. The catalyst is [OH-].[Na+]. The product is [C:15]1([CH2:14][C@H:5]([NH:6][CH2:7][CH2:8][CH2:9][S:10]([OH:13])(=[O:11])=[O:12])[C:4]([OH:21])=[O:3])[CH:16]=[CH:17][CH:18]=[CH:19][CH:20]=1. The yield is 0.840. (5) The reactants are [CH2:1]([C@H:8]([NH:31][C:32](=[O:38])[O:33][C:34](C)([CH3:36])[CH3:35])[C@@H:9]([OH:30])[CH:10]([NH:18][S:19]([C:22]1[CH:27]=[CH:26][C:25]([O:28][CH3:29])=[CH:24][CH:23]=1)(=[O:21])=[O:20])[O:11][CH:12]1[CH2:17][CH2:16][CH2:15][CH2:14][CH2:13]1)[C:2]1[CH:7]=[CH:6][CH:5]=[CH:4][CH:3]=1.[C:39](=O)([O:47]C1C=CC([N+]([O-])=O)=CC=1)[O:40]C1COCOC1.C(N(C(C)C)CC)(C)C.C(#N)C. The catalyst is FC(F)(F)C(O)=O. The product is [CH2:1]([C@H:8]([NH:31][C:32](=[O:38])[O:33][CH:34]1[CH2:35][O:47][CH2:39][O:40][CH2:36]1)[C@@H:9]([OH:30])[CH:10]([NH:18][S:19]([C:22]1[CH:27]=[CH:26][C:25]([O:28][CH3:29])=[CH:24][CH:23]=1)(=[O:20])=[O:21])[O:11][CH:12]1[CH2:13][CH2:14][CH2:15][CH2:16][CH2:17]1)[C:2]1[CH:3]=[CH:4][CH:5]=[CH:6][CH:7]=1. The yield is 0.190. (6) The reactants are O.Cl.[NH:3]1[CH2:8][CH2:7][C:6](=[O:9])[CH2:5][CH2:4]1.[C:10](Cl)([O:12][CH2:13][CH:14]1[C:26]2[C:21](=[CH:22][CH:23]=[CH:24][CH:25]=2)[C:20]2[C:15]1=[CH:16][CH:17]=[CH:18][CH:19]=2)=[O:11].C(=O)([O-])[O-].[Na+].[Na+].O1CCOCC1. The catalyst is CCOC(C)=O.O. The product is [O:9]=[C:6]1[CH2:7][CH2:8][N:3]([C:10]([O:12][CH2:13][CH:14]2[C:15]3[CH:16]=[CH:17][CH:18]=[CH:19][C:20]=3[C:21]3[C:26]2=[CH:25][CH:24]=[CH:23][CH:22]=3)=[O:11])[CH2:4][CH2:5]1. The yield is 0.950.